From a dataset of Catalyst prediction with 721,799 reactions and 888 catalyst types from USPTO. Predict which catalyst facilitates the given reaction. (1) Reactant: [H-].[Na+].[Br:3][C:4]1[CH:9]=[CH:8][C:7](/[C:10](=[N:16]/[OH:17])/[C:11]([O:13]CC)=[O:12])=[CH:6][CH:5]=1.Cl[CH2:19][C:20]1[CH:39]=[CH:38][C:23]([O:24][CH2:25][C:26]2[N:27]=[C:28]([C:32]3[CH:37]=[CH:36][CH:35]=[CH:34][CH:33]=3)[O:29][C:30]=2[CH3:31])=[CH:22][CH:21]=1.Cl.C(=O)(O)[O-].[Na+]. Product: [Br:3][C:4]1[CH:5]=[CH:6][C:7](/[C:10](=[N:16]/[O:17][CH2:19][C:20]2[CH:21]=[CH:22][C:23]([O:24][CH2:25][C:26]3[N:27]=[C:28]([C:32]4[CH:37]=[CH:36][CH:35]=[CH:34][CH:33]=4)[O:29][C:30]=3[CH3:31])=[CH:38][CH:39]=2)/[C:11]([OH:13])=[O:12])=[CH:8][CH:9]=1. The catalyst class is: 9. (2) The catalyst class is: 14. Product: [NH2:24][C:4]1[CH:3]=[C:2]([Cl:1])[CH:7]=[CH:6][C:5]=1[S:8]([NH:11][C:12]1[CH:13]=[CH:14][C:15]([C:22]#[N:23])=[C:16]2[C:21]=1[N:20]=[CH:19][CH:18]=[CH:17]2)(=[O:9])=[O:10]. Reactant: [Cl:1][C:2]1[CH:7]=[CH:6][C:5]([S:8]([NH:11][C:12]2[CH:13]=[CH:14][C:15]([C:22]#[N:23])=[C:16]3[C:21]=2[N:20]=[CH:19][CH:18]=[CH:17]3)(=[O:10])=[O:9])=[C:4]([N+:24]([O-])=O)[CH:3]=1.Cl[Sn]Cl.Cl.